From a dataset of Full USPTO retrosynthesis dataset with 1.9M reactions from patents (1976-2016). Predict the reactants needed to synthesize the given product. (1) Given the product [Br:3][C:4]1[C:12]2[C:7](=[CH:8][CH:9]=[C:10]([C:13]3[N:17]=[C:16]([C@@H:18]4[CH2:23][CH2:22][CH2:21][N:20]([C:24]([O:26][C:27]([CH3:30])([CH3:29])[CH3:28])=[O:25])[CH2:19]4)[NH:15][N:14]=3)[CH:11]=2)[N:6]([C:31]([C:32]2[CH:37]=[CH:36][CH:35]=[CH:34][CH:33]=2)([C:44]2[CH:45]=[CH:46][CH:47]=[CH:48][CH:49]=2)[C:38]2[CH:39]=[CH:40][CH:41]=[CH:42][CH:43]=2)[N:5]=1, predict the reactants needed to synthesize it. The reactants are: [H-].[Na+].[Br:3][C:4]1[C:12]2[C:7](=[CH:8][CH:9]=[C:10]([C:13]3[N:17]=[C:16]([C@@H:18]4[CH2:23][CH2:22][CH2:21][N:20]([C:24]([O:26][C:27]([CH3:30])([CH3:29])[CH3:28])=[O:25])[CH2:19]4)[NH:15][N:14]=3)[CH:11]=2)[NH:6][N:5]=1.[C:31](Cl)([C:44]1[CH:49]=[CH:48][CH:47]=[CH:46][CH:45]=1)([C:38]1[CH:43]=[CH:42][CH:41]=[CH:40][CH:39]=1)[C:32]1[CH:37]=[CH:36][CH:35]=[CH:34][CH:33]=1. (2) Given the product [C:53]([O:52][CH2:51][CH:50]([O:4][C:1](=[O:3])[CH3:2])[CH2:29][C@H:27]1[O:28][C@@H:6]2[C@@H:7]([O:8][C:9]3([O:24][CH3:25])[CH2:14][CH2:13][C@H:12]([CH2:15][CH2:16][O:17][C:18](=[O:23])[C:19]([CH3:20])([CH3:21])[CH3:22])[O:11][C@@H:10]3[C@H:5]2[O:4][C:1](=[O:3])[CH3:2])[C@H:26]1[OH:40])(=[O:54])[CH3:55], predict the reactants needed to synthesize it. The reactants are: [C:1]([O:4][C@@H:5]1[C@H:10]2[O:11][C@@H:12]([CH2:15][CH2:16][O:17][C:18](=[O:23])[C:19]([CH3:22])([CH3:21])[CH3:20])[CH2:13][CH2:14][C:9]2([O:24][CH3:25])[O:8][C@H:7]2[C@@H:26]([O:40]CC3C=CC=CC=3)[C@@H:27]([CH2:29]C(CC([O-])=O)CCC([O-])=O)[O:28][C@@H:6]12)(=[O:3])[CH3:2].[H][H].[CH3:50][CH2:51][O:52][C:53]([CH3:55])=[O:54]. (3) The reactants are: [C:1](Cl)(=[O:8])[C:2]1[CH:7]=[CH:6][CH:5]=[CH:4][CH:3]=1.[O:10]1[CH:14]=[CH:13][CH:12]=[C:11]1[C:15]([O:17][CH3:18])=[O:16].O. Given the product [C:2]1([C:1]([C:14]2[O:10][C:11]([C:15]([O:17][CH3:18])=[O:16])=[CH:12][CH:13]=2)=[O:8])[CH:7]=[CH:6][CH:5]=[CH:4][CH:3]=1, predict the reactants needed to synthesize it. (4) Given the product [CH:16]1([NH:15][C:14]([C@@H:9]2[C@@H:10]([OH:13])[CH2:11][CH2:12][NH:8]2)=[O:19])[CH2:18][CH2:17]1, predict the reactants needed to synthesize it. The reactants are: C(OC([N:8]1[CH2:12][CH2:11][C@H:10]([OH:13])[C@H:9]1[C:14](=[O:19])[NH:15][CH:16]1[CH2:18][CH2:17]1)=O)(C)(C)C. (5) Given the product [CH3:1][O:2][C:3]1[CH:4]=[CH:5][C:6]([CH2:7][N:8]([C:9]2[S:10][C:11]3[CH2:20][CH2:19][CH:18]([O:21][CH3:22])[C:17]4[C:13](=[CH:14][N:15]([CH2:23][C:24]5[CH:25]=[CH:26][C:27]([O:30][CH3:31])=[CH:28][CH:29]=5)[N:16]=4)[C:12]=3[N:32]=2)[C:36]2[N:41]=[C:40]([CH3:42])[CH:39]=[CH:38][N:37]=2)=[CH:33][CH:34]=1, predict the reactants needed to synthesize it. The reactants are: [CH3:1][O:2][C:3]1[CH:34]=[CH:33][C:6]([CH2:7][NH:8][C:9]2[S:10][C:11]3[CH2:20][CH2:19][CH:18]([O:21][CH3:22])[C:17]4[C:13](=[CH:14][N:15]([CH2:23][C:24]5[CH:29]=[CH:28][C:27]([O:30][CH3:31])=[CH:26][CH:25]=5)[N:16]=4)[C:12]=3[N:32]=2)=[CH:5][CH:4]=1.Cl[C:36]1[N:41]=[C:40]([CH3:42])[CH:39]=[CH:38][N:37]=1.CC1(C)C2C(=C(P(C3C=CC=CC=3)C3C=CC=CC=3)C=CC=2)OC2C(P(C3C=CC=CC=3)C3C=CC=CC=3)=CC=CC1=2.C([O-])([O-])=O.[Cs+].[Cs+]. (6) Given the product [CH3:1][C:2]1[NH:3][C:4]2[C:9]([C:10]=1[C:21]([CH:17]1[C:18]([CH3:20])([CH3:19])[C:16]1([CH3:24])[CH3:15])=[O:22])=[CH:8][CH:7]=[CH:6][CH:5]=2, predict the reactants needed to synthesize it. The reactants are: [CH3:1][C:2]1[NH:3][C:4]2[C:9]([CH:10]=1)=[CH:8][CH:7]=[CH:6][CH:5]=2.C([Mg]Br)C.[CH3:15][C:16]1([CH3:24])[C:18]([CH3:20])([CH3:19])[CH:17]1[C:21](Cl)=[O:22]. (7) Given the product [F:17][C:18]1[CH:19]=[CH:20][C:21]([N:27]2[N:31]=[CH:30][CH:29]=[N:28]2)=[C:22]([C:23]([N:14]2[CH2:13][CH2:12][C@@H:11]3[C@@H:16]([N:9]([C:4]4[CH:33]=[C:6]([CH3:8])[CH:7]=[CH:2][N:3]=4)[CH2:10]3)[CH2:15]2)=[O:24])[CH:26]=1, predict the reactants needed to synthesize it. The reactants are: C[C:2]1[CH:7]=[C:6]([CH3:8])N=[C:4]([N:9]2[C@@H:16]3[CH:11]([CH2:12][CH2:13][NH:14][CH2:15]3)[CH2:10]2)[N:3]=1.[F:17][C:18]1[CH:19]=[CH:20][C:21]([N:27]2[N:31]=[CH:30][CH:29]=[N:28]2)=[C:22]([CH:26]=1)[C:23](O)=[O:24].S1C=CC=[C:33]1C1C=CC=CC=1C(O)=O.